From a dataset of Catalyst prediction with 721,799 reactions and 888 catalyst types from USPTO. Predict which catalyst facilitates the given reaction. (1) Reactant: [CH3:1][C:2]1[CH:12]=[CH:11][C:5]([C:6]([O:8]CC)=[O:7])=[CH:4][C:3]=1[C:13]1[CH:14]=[C:15]2[C:20](=[CH:21][CH:22]=1)[C:19]([CH3:23])=[N:18][N:17]=[CH:16]2.[OH-].[Na+]. Product: [CH3:1][C:2]1[CH:12]=[CH:11][C:5]([C:6]([OH:8])=[O:7])=[CH:4][C:3]=1[C:13]1[CH:14]=[C:15]2[C:20](=[CH:21][CH:22]=1)[C:19]([CH3:23])=[N:18][N:17]=[CH:16]2. The catalyst class is: 83. (2) Reactant: [CH3:1][O:2][C:3]([NH:5][C@@H:6]([CH:53]([CH3:55])[CH3:54])[C:7]([N:9]1[CH2:13][CH2:12][CH2:11][C@H:10]1[C:14]1[NH:18][C:17]2[C:19]3[C:24]([CH:25]=[CH:26][C:16]=2[N:15]=1)=[CH:23][C:22]([C:27]1[S:31][C:30]2[CH:32]=[C:33]([C:36]4[NH:40][C:39]([C@@H:41]5[CH2:45][CH2:44][CH2:43][N:42]5C(OC(C)(C)C)=O)=[N:38][CH:37]=4)[CH:34]=[CH:35][C:29]=2[CH:28]=1)=[CH:21][CH:20]=3)=[O:8])=[O:4].Cl.[CH3:57][O:58][C:59]([NH:61][C@H:62]([C:66]1[CH:71]=[CH:70][CH:69]=[CH:68][CH:67]=1)[C:63]([OH:65])=O)=[O:60].CCOC(C(C#N)=NOC(N1CCOCC1)=[N+](C)C)=O.F[P-](F)(F)(F)(F)F.CCN(C(C)C)C(C)C. Product: [CH3:1][O:2][C:3]([NH:5][C@@H:6]([CH:53]([CH3:55])[CH3:54])[C:7]([N:9]1[CH2:13][CH2:12][CH2:11][C@H:10]1[C:14]1[NH:18][C:17]2[C:19]3[C:24]([CH:25]=[CH:26][C:16]=2[N:15]=1)=[CH:23][C:22]([C:27]1[S:31][C:30]2[CH:32]=[C:33]([C:36]4[NH:40][C:39]([C@@H:41]5[CH2:45][CH2:44][CH2:43][N:42]5[C:63](=[O:65])[C@H:62]([NH:61][C:59](=[O:60])[O:58][CH3:57])[C:66]5[CH:71]=[CH:70][CH:69]=[CH:68][CH:67]=5)=[N:38][CH:37]=4)[CH:34]=[CH:35][C:29]=2[CH:28]=1)=[CH:21][CH:20]=3)=[O:8])=[O:4]. The catalyst class is: 2. (3) Reactant: [NH2:1][CH2:2][CH2:3][CH2:4][CH2:5][CH2:6][CH2:7][O:8][Si](C(C)(C)C)(C1C=CC=CC=1)C1C=CC=CC=1.[C:26]([O:41][C@H:42]([CH2:47][CH2:48][CH2:49][CH2:50][CH2:51][CH2:52][CH2:53][CH2:54][CH2:55][CH2:56][CH3:57])[CH2:43][C:44](O)=[O:45])(=[O:40])[CH2:27][CH2:28][CH2:29][CH2:30][CH2:31][CH2:32][CH2:33][CH2:34][CH2:35][CH2:36][CH2:37][CH2:38][CH3:39].C(Cl)CCl.CI.CCCC[N+](CCCC)(CCCC)CCCC.[F-]. Product: [C:26]([O:41][C@H:42]([CH2:47][CH2:48][CH2:49][CH2:50][CH2:51][CH2:52][CH2:53][CH2:54][CH2:55][CH2:56][CH3:57])[CH2:43][C:44]([NH:1][CH2:2][CH2:3][CH2:4][CH2:5][CH2:6][CH2:7][OH:8])=[O:45])(=[O:40])[CH2:27][CH2:28][CH2:29][CH2:30][CH2:31][CH2:32][CH2:33][CH2:34][CH2:35][CH2:36][CH2:37][CH2:38][CH3:39]. The catalyst class is: 1. (4) Reactant: [H-].[Na+].[Cl:3][C:4]1[CH:12]=[C:11]2[C:7]([CH:8]=[N:9][NH:10]2)=[CH:6][C:5]=1[C:13]([O:15][CH3:16])=[O:14].[I:17]N1C(=O)CCC1=O. Product: [Cl:3][C:4]1[CH:12]=[C:11]2[C:7]([C:8]([I:17])=[N:9][NH:10]2)=[CH:6][C:5]=1[C:13]([O:15][CH3:16])=[O:14]. The catalyst class is: 3. (5) Reactant: [CH2:1](Cl)[O:2]C.CC(C)([O-])C.[K+].[I:11][C:12]1[C:17]([O:18][CH2:19][O:20][CH3:21])=[CH:16][CH:15]=[CH:14][N:13]=1.[Li+].CC([N-]C(C)C)C. Product: [I:11][C:12]1[C:17]([O:18][CH2:19][O:20][CH3:21])=[C:16]([CH:15]=[CH:14][N:13]=1)[CH:1]=[O:2]. The catalyst class is: 118.